Predict the reaction yield, written as a fraction of the theoretical maximum amount of product (1.0 means a 100% yield; for example, 0.34 means a 34% yield). From a dataset of Reaction yield outcomes from USPTO patents with 853,638 reactions. (1) The reactants are [CH3:1][C:2]([O:41][CH2:42][C@@H:43]1[CH2:45][O:44]1)([CH3:40])[CH2:3][N:4]1[CH:8]=[CH:7][C:6]([NH:9][C:10]([CH:12]2[CH:16]([C:17]3[CH:22]=[CH:21][CH:20]=[C:19]([Cl:23])[C:18]=3[F:24])[C:15]([C:27]3[CH:32]=[CH:31][C:30]([Cl:33])=[CH:29][C:28]=3[F:34])([C:25]#[N:26])[CH:14]([CH2:35][C:36]([CH3:39])([CH3:38])[CH3:37])[NH:13]2)=[O:11])=[N:5]1.C(O)(C)C.[OH-].[NH4+:51]. The catalyst is C(Cl)Cl. The product is [NH2:51][CH2:45][C@H:43]([OH:44])[CH2:42][O:41][C:2]([CH3:1])([CH3:40])[CH2:3][N:4]1[CH:8]=[CH:7][C:6]([NH:9][C:10]([CH:12]2[CH:16]([C:17]3[CH:22]=[CH:21][CH:20]=[C:19]([Cl:23])[C:18]=3[F:24])[C:15]([C:27]3[CH:32]=[CH:31][C:30]([Cl:33])=[CH:29][C:28]=3[F:34])([C:25]#[N:26])[CH:14]([CH2:35][C:36]([CH3:38])([CH3:39])[CH3:37])[NH:13]2)=[O:11])=[N:5]1. The yield is 0.241. (2) The reactants are [CH2:1]([N:3]1[CH2:8][CH2:7][NH:6][CH2:5][CH2:4]1)[CH3:2].F[C:10]1[CH:15]=[CH:14][CH:13]=[C:12]([N+:16]([O-:18])=[O:17])[CH:11]=1. No catalyst specified. The product is [CH2:1]([N:3]1[CH2:8][CH2:7][N:6]([C:10]2[CH:15]=[CH:14][CH:13]=[C:12]([N+:16]([O-:18])=[O:17])[CH:11]=2)[CH2:5][CH2:4]1)[CH3:2]. The yield is 0.540.